This data is from Forward reaction prediction with 1.9M reactions from USPTO patents (1976-2016). The task is: Predict the product of the given reaction. (1) Given the reactants [CH:1]1([C:4]2[NH:8][N:7]=[C:6]([NH:9][C:10]3[CH:15]=[CH:14][N:13]=[C:12]([NH:16][C@H:17]([C:19]4[N:24]=[C:23]5[CH:25]=[CH:26][N:27](S(C6C=CC(C)=CC=6)(=O)=O)[C:22]5=[CH:21][C:20]=4[F:38])[CH3:18])[N:11]=3)[CH:5]=2)[CH2:3][CH2:2]1.[OH-].[Na+], predict the reaction product. The product is: [CH:1]1([C:4]2[NH:8][N:7]=[C:6]([NH:9][C:10]3[CH:15]=[CH:14][N:13]=[C:12]([NH:16][C@H:17]([C:19]4[N:24]=[C:23]5[CH:25]=[CH:26][NH:27][C:22]5=[CH:21][C:20]=4[F:38])[CH3:18])[N:11]=3)[CH:5]=2)[CH2:3][CH2:2]1. (2) Given the reactants C(N1C=CN=C1)(N1C=CN=C1)=O.[C:13]([O:17][C:18]([NH:20][CH2:21][C:22]1[CH:30]=[CH:29][C:25]([C:26]([OH:28])=O)=[CH:24][CH:23]=1)=[O:19])([CH3:16])([CH3:15])[CH3:14].[CH2:31]([O:33][C:34](=[O:39])[CH2:35]C(O)=O)[CH3:32], predict the reaction product. The product is: [C:13]([O:17][C:18]([NH:20][CH2:21][C:22]1[CH:23]=[CH:24][C:25]([C:26](=[O:28])[CH2:35][C:34]([O:33][CH2:31][CH3:32])=[O:39])=[CH:29][CH:30]=1)=[O:19])([CH3:14])([CH3:15])[CH3:16]. (3) Given the reactants [F:1][C:2]1[N:7]=[CH:6][C:5](OB(O)O)=[CH:4][CH:3]=1.Br[C:13]1[CH:27]=[CH:26][C:16]([O:17][CH2:18][CH2:19][N:20]2[CH2:25][CH2:24][O:23][CH2:22][CH2:21]2)=[CH:15][CH:14]=1.C(=O)([O-])[O-].[Na+].[Na+].CC(OC)(C)C, predict the reaction product. The product is: [F:1][C:2]1[N:7]=[CH:6][C:5]([C:13]2[CH:27]=[CH:26][C:16]([O:17][CH2:18][CH2:19][N:20]3[CH2:25][CH2:24][O:23][CH2:22][CH2:21]3)=[CH:15][CH:14]=2)=[CH:4][CH:3]=1. (4) Given the reactants Cl[C:2]1[CH:7]=[CH:6][N+:5]([O-:8])=[CH:4][CH:3]=1.[F:9][C:10]1[CH:15]=[CH:14][C:13](B(O)O)=[C:12]([O:19][CH3:20])[CH:11]=1, predict the reaction product. The product is: [F:9][C:10]1[CH:15]=[CH:14][C:13]([C:2]2[CH:7]=[CH:6][N+:5]([O-:8])=[CH:4][CH:3]=2)=[C:12]([O:19][CH3:20])[CH:11]=1. (5) Given the reactants [C:1]([C@H:3]1[CH2:8][CH2:7][C@H:6]([C:9](Cl)=[O:10])[CH2:5][CH2:4]1)#[N:2].[CH3:12][Zn]C, predict the reaction product. The product is: [C:9]([C@H:6]1[CH2:7][CH2:8][C@H:3]([C:1]#[N:2])[CH2:4][CH2:5]1)(=[O:10])[CH3:12].